This data is from Forward reaction prediction with 1.9M reactions from USPTO patents (1976-2016). The task is: Predict the product of the given reaction. (1) Given the reactants CC1C=CC(S(O[C:12]2[CH:21]=[CH:20][C:19]3[C:14](=[CH:15][C:16]([CH3:29])=[C:17]([C:23]4[CH:28]=[CH:27][CH:26]=[CH:25][CH:24]=4)[C:18]=3[OH:22])[CH:13]=2)(=O)=O)=CC=1.[B-].[Na+], predict the reaction product. The product is: [CH3:29][C:16]1[C:17]([C:23]2[CH:28]=[CH:27][CH:26]=[CH:25][CH:24]=2)=[C:18]([OH:22])[C:19]2[C:14]([CH:15]=1)=[CH:13][CH:12]=[CH:21][CH:20]=2. (2) Given the reactants [C:1](=[O:13])([S:11][CH3:12])[O:2][CH:3]([O:5][C:6](=[O:10])[CH:7]([CH3:9])C)C.Cl[C:15](OCCl)=O.C(O)(=O)CCC, predict the reaction product. The product is: [C:1](=[O:13])([S:11][CH3:12])[O:2][CH2:3][O:5][C:6](=[O:10])[CH2:7][CH2:9][CH3:15]. (3) Given the reactants [NH2:1][C:2]1[CH:7]=[CH:6][C:5]([S:8]([N:11]([C:13]2[CH:32]=[CH:31][C:16]3[N:17]([CH2:24][CH:25]4[CH2:30][CH2:29][O:28][CH2:27][CH2:26]4)[C:18]([C:20]([CH3:23])([CH3:22])[CH3:21])=[N:19][C:15]=3[CH:14]=2)[CH3:12])(=[O:10])=[O:9])=[CH:4][CH:3]=1.[C:33]([O:36][CH2:37][C:38](Cl)=[O:39])(=[O:35])[CH3:34], predict the reaction product. The product is: [C:33]([O:36][CH2:37][C:38]([NH:1][C:2]1[CH:7]=[CH:6][C:5]([S:8]([N:11]([C:13]2[CH:32]=[CH:31][C:16]3[N:17]([CH2:24][CH:25]4[CH2:26][CH2:27][O:28][CH2:29][CH2:30]4)[C:18]([C:20]([CH3:23])([CH3:21])[CH3:22])=[N:19][C:15]=3[CH:14]=2)[CH3:12])(=[O:10])=[O:9])=[CH:4][CH:3]=1)=[O:39])(=[O:35])[CH3:34]. (4) The product is: [CH3:1][C:2]1[C:6]([CH2:7][O:8][C:9]2[CH:14]=[CH:13][C:12]([S:15]([NH:29][C:26]3[CH:25]=[CH:24][C:23]([CH:20]([CH3:22])[CH3:21])=[CH:28][N:27]=3)(=[O:17])=[O:16])=[CH:11][CH:10]=2)=[C:5]([CH3:19])[O:4][N:3]=1. Given the reactants [CH3:1][C:2]1[C:6]([CH2:7][O:8][C:9]2[CH:14]=[CH:13][C:12]([S:15](Cl)(=[O:17])=[O:16])=[CH:11][CH:10]=2)=[C:5]([CH3:19])[O:4][N:3]=1.[CH:20]([C:23]1[CH:24]=[CH:25][C:26]([NH2:29])=[N:27][CH:28]=1)([CH3:22])[CH3:21].ClCCl, predict the reaction product. (5) Given the reactants [I:1][C:2]1[CH:3]=[N:4][NH:5][CH:6]=1.[CH3:7][O:8][C:9]1[CH:16]=[CH:15][C:12]([CH2:13]Br)=[CH:11][CH:10]=1.C(=O)([O-])[O-].[Cs+].[Cs+], predict the reaction product. The product is: [I:1][C:2]1[CH:3]=[N:4][N:5]([CH2:13][C:12]2[CH:15]=[CH:16][C:9]([O:8][CH3:7])=[CH:10][CH:11]=2)[CH:6]=1. (6) Given the reactants [CH2:1]([O:3][C:4](=[O:25])[C:5](=O)[CH2:6][C:7]([C:9]1[CH:13]=[CH:12][N:11]([S:14]([C:17]2[CH:22]=[CH:21][C:20]([CH3:23])=[CH:19][CH:18]=2)(=[O:16])=[O:15])[N:10]=1)=O)[CH3:2].[NH:26]([C:28]1[CH:29]=[CH:30][C:31]([O:34][CH3:35])=[N:32][CH:33]=1)[NH2:27].C(OCC)(=O)C.C(=O)([O-])O.[Na+], predict the reaction product. The product is: [CH2:1]([O:3][C:4]([C:5]1[CH:6]=[C:7]([C:9]2[CH:13]=[CH:12][N:11]([S:14]([C:17]3[CH:22]=[CH:21][C:20]([CH3:23])=[CH:19][CH:18]=3)(=[O:16])=[O:15])[N:10]=2)[N:26]([C:28]2[CH:33]=[N:32][C:31]([O:34][CH3:35])=[CH:30][CH:29]=2)[N:27]=1)=[O:25])[CH3:2]. (7) Given the reactants [CH3:1][O:2][C:3]1[CH:36]=[CH:35][C:6]([CH2:7][O:8][C:9]2[CH:10]=[C:11]([C:16]3[N:21]=[C:20]([C:22]([O:24][CH3:25])=[O:23])[CH:19]=[CH:18][C:17]=3B3OC(C)(C)C(C)(C)O3)[CH:12]=[CH:13][C:14]=2[Cl:15])=[CH:5][CH:4]=1.Br[C:38]1[C:43]([Cl:44])=[CH:42][C:41]([Cl:45])=[CH:40][N:39]=1.COCCOC.O.C([O-])([O-])=O.[K+].[K+], predict the reaction product. The product is: [CH3:1][O:2][C:3]1[CH:36]=[CH:35][C:6]([CH2:7][O:8][C:9]2[CH:10]=[C:11]([C:16]3[C:17]([C:38]4[C:43]([Cl:44])=[CH:42][C:41]([Cl:45])=[CH:40][N:39]=4)=[CH:18][CH:19]=[C:20]([C:22]([O:24][CH3:25])=[O:23])[N:21]=3)[CH:12]=[CH:13][C:14]=2[Cl:15])=[CH:5][CH:4]=1. (8) Given the reactants [Cl:1][C:2]1[CH:38]=[CH:37][C:5]2[O:6][C:7]3([C:32]4[N:33]([CH:34]=[CH:35][CH:36]=4)[C:4]=2[CH:3]=1)[CH2:12][CH2:11][N:10]([C:13]([C:15]1[CH:20]=[CH:19][C:18]([O:21][CH2:22][C@@H:23]2[CH2:27][O:26]C(C)(C)[O:24]2)=[C:17]([O:30][CH3:31])[CH:16]=1)=[O:14])[CH2:9][CH2:8]3.O.CC1C=CC(S(O)(=O)=O)=CC=1.O, predict the reaction product. The product is: [Cl:1][C:2]1[CH:38]=[CH:37][C:5]2[O:6][C:7]3([C:32]4[N:33]([CH:34]=[CH:35][CH:36]=4)[C:4]=2[CH:3]=1)[CH2:12][CH2:11][N:10]([C:13]([C:15]1[CH:20]=[CH:19][C:18]([O:21][CH2:22][C@@H:23]([OH:24])[CH2:27][OH:26])=[C:17]([O:30][CH3:31])[CH:16]=1)=[O:14])[CH2:9][CH2:8]3. (9) Given the reactants C([O:3][C:4]([C:6]1[C:13]2[S:12][C:11]([NH:14][C:15](=[O:23])[C:16]3[CH:21]=[CH:20][C:19]([CH3:22])=[CH:18][CH:17]=3)=[N:10][C:9]=2[N:8]([C:24]([CH3:27])([CH3:26])[CH3:25])[CH:7]=1)=[O:5])C.[OH-].[Li+], predict the reaction product. The product is: [C:24]([N:8]1[C:9]2[N:10]=[C:11]([NH:14][C:15](=[O:23])[C:16]3[CH:21]=[CH:20][C:19]([CH3:22])=[CH:18][CH:17]=3)[S:12][C:13]=2[C:6]([C:4]([OH:5])=[O:3])=[CH:7]1)([CH3:27])([CH3:25])[CH3:26]. (10) The product is: [CH3:12][C:2]([CH3:3])([C:4](=[O:11])[CH2:5][CH2:6][CH2:7][CH2:8][CH2:9][CH3:10])[CH3:1]. Given the reactants [CH3:1][C:2]([CH3:12])([CH:4]([OH:11])[CH2:5][CH2:6][CH2:7][CH2:8][CH2:9][CH3:10])[CH3:3].CCOCC.[Cr](Cl)([O-])(=O)=O.[NH+]1C=CC=CC=1, predict the reaction product.